Dataset: Forward reaction prediction with 1.9M reactions from USPTO patents (1976-2016). Task: Predict the product of the given reaction. (1) Given the reactants [Cl:1][C:2]1[CH:3]=[C:4]([N:8]2[N:12]=[C:11]([CH:13]=[O:14])[CH:10]=[N:9]2)[CH:5]=[CH:6][CH:7]=1.[CH3:15][Mg]Cl.C1COCC1.[NH4+].[Cl-], predict the reaction product. The product is: [Cl:1][C:2]1[CH:3]=[C:4]([N:8]2[N:12]=[C:11]([CH:13]([OH:14])[CH3:15])[CH:10]=[N:9]2)[CH:5]=[CH:6][CH:7]=1. (2) Given the reactants [CH2:1]([O:3][C:4]([CH:6]1[C:11](=[O:12])[N:10]2[N:13]=[CH:14]C=[C:9]2[N:8]([CH2:16][CH2:17][CH:18]([CH3:20])[CH3:19])[C:7]1=[O:21])=[O:5])[CH3:2].CC(C)CC[NH:26]C1NN=CN=1, predict the reaction product. The product is: [CH2:1]([O:3][C:4]([CH:6]1[C:11](=[O:12])[N:10]2[N:13]=[CH:14][N:26]=[C:9]2[N:8]([CH2:16][CH2:17][CH:18]([CH3:20])[CH3:19])[C:7]1=[O:21])=[O:5])[CH3:2]. (3) Given the reactants [OH:1][C:2]1[CH:7]=[CH:6][C:5]([CH2:8][CH2:9][NH:10][C:11](=[O:26])[CH:12]([O:16][C:17]2[CH:22]=[CH:21][C:20]([C:23]#[N:24])=[C:19]([Cl:25])[CH:18]=2)[CH2:13][CH2:14][CH3:15])=[CH:4][CH:3]=1, predict the reaction product. The product is: [OH:1][C:2]1[CH:7]=[CH:6][C:5]([CH2:8][CH2:9][NH:10][C:11](=[O:26])[C@@H:12]([O:16][C:17]2[CH:22]=[CH:21][C:20]([C:23]#[N:24])=[C:19]([Cl:25])[CH:18]=2)[CH2:13][CH2:14][CH3:15])=[CH:4][CH:3]=1. (4) Given the reactants [H-].[Na+].[CH2:3]([O:13][CH2:14][C:15]([CH2:20][O:21][CH2:22][CH2:23][CH2:24][CH2:25][CH2:26][CH2:27][CH2:28][CH2:29][CH2:30][CH3:31])([CH2:18][OH:19])[CH2:16][OH:17])[CH2:4][CH2:5][CH2:6][CH2:7][CH2:8][CH2:9][CH2:10][CH2:11][CH3:12].Cl.[CH3:33][N:34]([CH3:38])[CH2:35][CH2:36]Cl, predict the reaction product. The product is: [CH2:22]([O:21][CH2:20][C:15]([CH2:14][O:13][CH2:3][CH2:4][CH2:5][CH2:6][CH2:7][CH2:8][CH2:9][CH2:10][CH2:11][CH3:12])([CH2:18][O:19][CH2:36][CH2:35][N:34]([CH3:38])[CH3:33])[CH2:16][O:17][CH2:36][CH2:35][N:34]([CH3:38])[CH3:33])[CH2:23][CH2:24][CH2:25][CH2:26][CH2:27][CH2:28][CH2:29][CH2:30][CH3:31]. (5) Given the reactants [F:1][C:2]1[CH:7]=[CH:6][C:5]([N:8]2[CH2:13][CH2:12][N:11]([C:14]([CH3:18])([CH3:17])[CH:15]=O)[CH2:10][CH2:9]2)=[CH:4][CH:3]=1.C1(P(C2C=CC=CC=2)(C2C=CC=CC=2)=[CH:26][C:27]#[N:28])C=CC=CC=1, predict the reaction product. The product is: [F:1][C:2]1[CH:7]=[CH:6][C:5]([N:8]2[CH2:13][CH2:12][N:11]([C:14]([CH3:18])([CH3:17])/[CH:15]=[CH:26]/[C:27]#[N:28])[CH2:10][CH2:9]2)=[CH:4][CH:3]=1. (6) The product is: [F:18][C:17]([F:19])([F:20])[C:14]1[CH:13]=[CH:12][C:11]([C:10]2[S:24][C:22]([C:25]3[CH:34]=[CH:33][C:28]([C:29]([O:31][CH3:32])=[O:30])=[CH:27][CH:26]=3)=[N:23][N:9]=2)=[CH:16][CH:15]=1. Given the reactants C(=N[N:9]=[C:10](Cl)[C:11]1[CH:16]=[CH:15][C:14]([C:17]([F:20])([F:19])[F:18])=[CH:13][CH:12]=1)C1C=CC=CC=1.[C:22]([C:25]1[CH:34]=[CH:33][C:28]([C:29]([O:31][CH3:32])=[O:30])=[CH:27][CH:26]=1)(=[S:24])[NH2:23], predict the reaction product.